Task: Predict the reactants needed to synthesize the given product.. Dataset: Full USPTO retrosynthesis dataset with 1.9M reactions from patents (1976-2016) (1) Given the product [C:10]([O:9][C:7]([N:6]1[C:2]([C:31]2[CH:32]=[CH:33][C:28]([Cl:27])=[CH:29][CH:30]=2)=[C:3]([CH:21]2[CH2:26][CH2:25][CH2:24][CH2:23][CH2:22]2)[C:4]2[S:16][C:15]([C:17]([O:19][CH3:20])=[O:18])=[CH:14][C:5]1=2)=[O:8])([CH3:13])([CH3:12])[CH3:11], predict the reactants needed to synthesize it. The reactants are: Br[C:2]1[N:6]([C:7]([O:9][C:10]([CH3:13])([CH3:12])[CH3:11])=[O:8])[C:5]2[CH:14]=[C:15]([C:17]([O:19][CH3:20])=[O:18])[S:16][C:4]=2[C:3]=1[CH:21]1[CH2:26][CH2:25][CH2:24][CH2:23][CH2:22]1.[Cl:27][C:28]1[CH:33]=[CH:32][C:31](B(O)O)=[CH:30][CH:29]=1.[Li+].[Cl-].C([O-])([O-])=O.[Na+].[Na+]. (2) Given the product [CH2:11]([N:18]1[CH2:26][CH:25]2[CH:21]([CH2:22][C:23]3[S:29][CH:28]=[CH:27][C:24]=32)[CH2:20][CH2:19]1)[C:12]1[CH:13]=[CH:14][CH:15]=[CH:16][CH:17]=1, predict the reactants needed to synthesize it. The reactants are: [Al+3].[Cl-].[Cl-].[Cl-].C(NB)(C)(C)C.[CH2:11]([N:18]1[CH2:26][CH:25]2[CH:21]([C:22](=O)[C:23]3[S:29][CH:28]=[CH:27][C:24]=32)[CH2:20][CH2:19]1)[C:12]1[CH:17]=[CH:16][CH:15]=[CH:14][CH:13]=1.[Al+3].[Cl-].[Cl-].[Cl-].B.Cl.[OH-].[Na+]. (3) Given the product [Cl:11][C:9]1[CH:8]=[CH:7][C:6]([C:12]2[C:13]([C@@H:24]([NH:34][C:35](=[O:41])[O:36][C:37]([CH3:40])([CH3:39])[CH3:38])[CH2:25][C:26]3[CH:31]=[C:30]([F:32])[CH:29]=[C:28]([F:33])[CH:27]=3)=[N:14][C:15]([C:18]#[C:19][C:20]([OH:23])([CH3:21])[CH3:22])=[CH:16][CH:17]=2)=[C:5]2[C:10]=1[C:2]([NH:1][S:53]([CH3:52])(=[O:54])=[O:58])=[N:3][N:4]2[CH3:42], predict the reactants needed to synthesize it. The reactants are: [NH2:1][C:2]1[C:10]2[C:5](=[C:6]([C:12]3[C:13]([C@@H:24]([NH:34][C:35](=[O:41])[O:36][C:37]([CH3:40])([CH3:39])[CH3:38])[CH2:25][C:26]4[CH:31]=[C:30]([F:32])[CH:29]=[C:28]([F:33])[CH:27]=4)=[N:14][C:15]([C:18]#[C:19][C:20]([OH:23])([CH3:22])[CH3:21])=[CH:16][CH:17]=3)[CH:7]=[CH:8][C:9]=2[Cl:11])[N:4]([CH3:42])[N:3]=1.C(N(C(C)C)CC)(C)C.[CH3:52][S:53](Cl)=[O:54].C(OCC)(=[O:58])C. (4) Given the product [F:37][C:20]1[CH:19]=[C:18]([CH:16]=[O:4])[CH:36]=[CH:35][C:21]=1[O:22][CH2:23][C:24]([NH:27][C:28](=[O:34])[O:29][C:30]([CH3:33])([CH3:32])[CH3:31])([CH3:26])[CH3:25], predict the reactants needed to synthesize it. The reactants are: NC(C)(C)C[O:4]C1C=CC(C#N)=CC=1F.[C:16]([C:18]1[CH:36]=[CH:35][C:21]([O:22][CH2:23][C:24]([NH:27][C:28](=[O:34])[O:29][C:30]([CH3:33])([CH3:32])[CH3:31])([CH3:26])[CH3:25])=[C:20]([F:37])[CH:19]=1)#N. (5) Given the product [F:21][C:17]1[CH:16]=[C:15]([C:8]2[CH:7]=[CH:6][C:5]3[C:10](=[CH:11][CH:12]=[C:3]([O:2][CH3:1])[CH:4]=3)[C:9]=2[O:13][C:28]2[CH:33]=[CH:24][C:23]([OH:25])=[CH:22][CH:29]=2)[CH:20]=[CH:19][CH:18]=1, predict the reactants needed to synthesize it. The reactants are: [CH3:1][O:2][C:3]1[CH:4]=[C:5]2[C:10](=[CH:11][CH:12]=1)[C:9](=[O:13])[CH2:8][CH2:7][CH2:6]2.Br[C:15]1[CH:20]=[CH:19][CH:18]=[C:17]([F:21])[CH:16]=1.[CH3:22][C:23](C)([O-:25])[CH3:24].[Na+].[C:28]1(C)[CH:33]=CC=C[CH:29]=1. (6) Given the product [OH:7][CH:6]([C:2]1[S:1][CH:5]=[CH:4][N:3]=1)[CH:8]1[CH2:13][CH2:12][CH2:11][N:10]([C:14]([O:16][C:17]([CH3:20])([CH3:19])[CH3:18])=[O:15])[CH2:9]1, predict the reactants needed to synthesize it. The reactants are: [S:1]1[CH:5]=[CH:4][N:3]=[CH:2]1.[CH:6]([CH:8]1[CH2:13][CH2:12][CH2:11][N:10]([C:14]([O:16][C:17]([CH3:20])([CH3:19])[CH3:18])=[O:15])[CH2:9]1)=[O:7].